From a dataset of Catalyst prediction with 721,799 reactions and 888 catalyst types from USPTO. Predict which catalyst facilitates the given reaction. Product: [F:48][C:41]1[CH:42]=[CH:43][CH:44]=[C:45]2[C:40]=1[NH:39][C:38](=[O:49])[N:37]([C:33]1[C:32]([CH3:50])=[C:31]([C:10]3[C:9]4[C:8]5[C:16](=[CH:17][C:5]([C:2]([OH:1])([CH3:4])[CH3:3])=[CH:6][CH:7]=5)[NH:15][C:14]=4[C:13]([C:18]([NH2:20])=[O:19])=[CH:12][CH:11]=3)[CH:36]=[CH:35][CH:34]=1)[C:46]2=[O:47]. Reactant: [OH:1][C:2]([C:5]1[CH:17]=[C:16]2[C:8]([C:9]3[C:10](B4OC(C)(C)C(C)(C)O4)=[CH:11][CH:12]=[C:13]([C:18]([NH2:20])=[O:19])[C:14]=3[NH:15]2)=[CH:7][CH:6]=1)([CH3:4])[CH3:3].Br[C:31]1[C:32]([CH3:50])=[C:33]([N:37]2[C:46](=[O:47])[C:45]3[C:40](=[C:41]([F:48])[CH:42]=[CH:43][CH:44]=3)[NH:39][C:38]2=[O:49])[CH:34]=[CH:35][CH:36]=1.C(=O)([O-])[O-].[K+].[K+]. The catalyst class is: 176.